Dataset: Forward reaction prediction with 1.9M reactions from USPTO patents (1976-2016). Task: Predict the product of the given reaction. (1) Given the reactants [N:1]12[CH2:8][CH2:7][CH:4]([CH2:5][CH2:6]1)[C@@H:3]([O:9][C:10](N1C=CN=C1)=[O:11])[CH2:2]2.[OH:17][CH2:18][C:19]1[S:20][CH:21]=[CH:22][CH:23]=1, predict the reaction product. The product is: [S:20]1[CH:21]=[CH:22][CH:23]=[C:19]1[CH2:18][O:17][C:10](=[O:11])[O:9][C@@H:3]1[CH:4]2[CH2:5][CH2:6][N:1]([CH2:8][CH2:7]2)[CH2:2]1. (2) Given the reactants Cl.[NH:2]([CH:4]1[CH2:9][CH2:8][N:7]([C:10]([O:12][C:13]([CH3:16])([CH3:15])[CH3:14])=[O:11])[CH2:6][CH2:5]1)[NH2:3].[C:17]([C:19](=[CH:25]OCC)[C:20]([O:22][CH2:23][CH3:24])=[O:21])#[N:18].O.O.O.C([O-])(=O)C.[Na+], predict the reaction product. The product is: [NH2:18][C:17]1[N:2]([CH:4]2[CH2:5][CH2:6][N:7]([C:10]([O:12][C:13]([CH3:16])([CH3:15])[CH3:14])=[O:11])[CH2:8][CH2:9]2)[N:3]=[CH:25][C:19]=1[C:20]([O:22][CH2:23][CH3:24])=[O:21]. (3) Given the reactants [N:1]([CH2:4][CH:5]1[NH:10][C:9]2[C:11](Br)=[CH:12][C:13]([Cl:15])=[CH:14][C:8]=2[O:7][CH2:6]1)=[N+:2]=[N-:3].[F:17][C:18]([F:33])([F:32])[C:19]1[CH:24]=[C:23]([C:25]([F:28])([F:27])[F:26])[CH:22]=[CH:21][C:20]=1B(O)O, predict the reaction product. The product is: [N:1]([CH2:4][CH:5]1[NH:10][C:9]2[C:11]([C:20]3[CH:21]=[CH:22][C:23]([C:25]([F:28])([F:26])[F:27])=[CH:24][C:19]=3[C:18]([F:17])([F:32])[F:33])=[CH:12][C:13]([Cl:15])=[CH:14][C:8]=2[O:7][CH2:6]1)=[N+:2]=[N-:3]. (4) Given the reactants [Cl:1][C:2]1[N:7]=[CH:6][N:5]=[C:4]([NH:8][CH2:9][C:10]([CH3:13])([CH3:12])[CH3:11])[C:3]=1N.[N:15]1C=CC=CC=1.[C:21]([O:24][CH2:25][C:26](Cl)=[O:27])(=[O:23])[CH3:22], predict the reaction product. The product is: [Cl:1][C:2]1[N:7]=[C:6]([NH2:15])[N:5]=[C:4]([NH:8][CH2:9][C:10]([CH3:11])([CH3:12])[CH3:13])[C:3]=1[C:26](=[O:27])[CH2:25][O:24][C:21](=[O:23])[CH3:22]. (5) Given the reactants [Cr](Cl)([O-])(=O)=O.[NH+]1C=CC=CC=1.[OH:12][CH:13]1[CH2:17][CH2:16][N:15]([C:18]([O:20][C:21]([CH3:24])([CH3:23])[CH3:22])=[O:19])[CH2:14]1, predict the reaction product. The product is: [O:12]=[C:13]1[CH2:17][CH2:16][N:15]([C:18]([O:20][C:21]([CH3:24])([CH3:23])[CH3:22])=[O:19])[CH2:14]1. (6) The product is: [NH:15]1[CH2:16][CH2:17][CH2:18][C@H:13]([NH:12][C:10]([C:9]2[CH:8]=[C:7]([C:26]3[CH:31]=[CH:30][CH:29]=[CH:28][CH:27]=3)[S:6][C:5]=2[NH:4]/[C:33](/[NH2:32])=[N:36]/[S:37]([C:40]2[CH:41]=[CH:42][C:43]([CH3:46])=[CH:44][CH:45]=2)(=[O:38])=[O:39])=[O:11])[CH2:14]1. Given the reactants NC([NH:4][C:5]1[S:6][C:7]([C:26]2[CH:31]=[CH:30][CH:29]=[CH:28][CH:27]=2)=[CH:8][C:9]=1[C:10]([NH:12][C@H:13]1[CH2:18][CH2:17][CH2:16][N:15](C(OC(C)(C)C)=O)[CH2:14]1)=[O:11])=O.[NH2:32]/[C:33](=[N:36]\[S:37]([C:40]1[CH:45]=[CH:44][C:43]([CH3:46])=[CH:42][CH:41]=1)(=[O:39])=[O:38])/SC, predict the reaction product.